From a dataset of Ames mutagenicity test results for genotoxicity prediction. Regression/Classification. Given a drug SMILES string, predict its toxicity properties. Task type varies by dataset: regression for continuous values (e.g., LD50, hERG inhibition percentage) or binary classification for toxic/non-toxic outcomes (e.g., AMES mutagenicity, cardiotoxicity, hepatotoxicity). Dataset: ames. (1) The molecule is Nc1cc(S(=O)(=O)O)c2cccc(S(=O)(=O)O)c2c1. The result is 0 (non-mutagenic). (2) The drug is CN1CCOCC1. The result is 0 (non-mutagenic). (3) The compound is CC(=O)Nc1ccc2c(c1OC(=O)c1ccccc1)Cc1ccccc1-2. The result is 0 (non-mutagenic). (4) The drug is Cc1cc(N(CCO)CCO)ccc1N=Nc1cccnc1. The result is 0 (non-mutagenic). (5) The molecule is CC1=CC(O)C2CC1C2(C)C. The result is 0 (non-mutagenic). (6) The compound is O=C1c2cccc(O)c2C(=O)c2c(O[C@@H]3O[C@H](CO)[C@@H](O)[C@H](O)[C@H]3O)cccc21. The result is 1 (mutagenic).